Dataset: Forward reaction prediction with 1.9M reactions from USPTO patents (1976-2016). Task: Predict the product of the given reaction. Given the reactants [CH3:1][N:2]([CH3:6])[CH2:3][CH2:4][NH2:5].Cl[C:8]1[N:9]([CH2:30][CH:31]2[CH2:33][CH2:32]2)[C:10]2[C:15]([N:16]=1)=[C:14]([N:17]1[CH2:22][CH2:21][O:20][CH2:19][CH2:18]1)[N:13]=[C:12]([C:23]1[CH:24]=[N:25][C:26]([NH2:29])=[N:27][CH:28]=1)[N:11]=2, predict the reaction product. The product is: [NH2:29][C:26]1[N:25]=[CH:24][C:23]([C:12]2[N:11]=[C:10]3[C:15]([N:16]=[C:8]([NH:5][CH2:4][CH2:3][N:2]([CH3:6])[CH3:1])[N:9]3[CH2:30][CH:31]3[CH2:33][CH2:32]3)=[C:14]([N:17]3[CH2:22][CH2:21][O:20][CH2:19][CH2:18]3)[N:13]=2)=[CH:28][N:27]=1.